The task is: Regression. Given a peptide amino acid sequence and an MHC pseudo amino acid sequence, predict their binding affinity value. This is MHC class II binding data.. This data is from Peptide-MHC class II binding affinity with 134,281 pairs from IEDB. (1) The peptide sequence is LLCGIGCAMLHWSLIK. The MHC is HLA-DQA10201-DQB10301 with pseudo-sequence HLA-DQA10201-DQB10301. The binding affinity (normalized) is 0. (2) The peptide sequence is STIQVKRREGMFIDE. The MHC is DRB1_0101 with pseudo-sequence DRB1_0101. The binding affinity (normalized) is 0.363.